Dataset: Forward reaction prediction with 1.9M reactions from USPTO patents (1976-2016). Task: Predict the product of the given reaction. (1) The product is: [Br:1][C:2]1[CH:3]=[CH:4][C:5]([Cl:14])=[C:6]([CH:13]=1)[CH2:7][NH:9][CH:10]1[CH2:11][CH2:12]1. Given the reactants [Br:1][C:2]1[CH:3]=[CH:4][C:5]([Cl:14])=[C:6]([CH:13]=1)[C:7]([NH:9][CH:10]1[CH2:12][CH2:11]1)=O.B, predict the reaction product. (2) The product is: [CH:9]1([S:8][C:5]2[N+:4]([O-:15])=[N:3][C:2]([S:22][C:16]3[CH:21]=[CH:20][CH:19]=[CH:18][CH:17]=3)=[CH:7][CH:6]=2)[CH2:14][CH2:13][CH2:12][CH2:11][CH2:10]1. Given the reactants Cl[C:2]1[N:3]=[N+:4]([O-:15])[C:5]([S:8][CH:9]2[CH2:14][CH2:13][CH2:12][CH2:11][CH2:10]2)=[CH:6][CH:7]=1.[C:16]1([SH:22])[CH:21]=[CH:20][CH:19]=[CH:18][CH:17]=1.C(=O)([O-])[O-].[K+].[K+].O, predict the reaction product. (3) The product is: [Cl:1][C:2]1[N:3]=[CH:4][C:5]([C:32]2[CH:33]=[CH:34][C:35]3[N:36]([CH:38]=[C:39]([NH:41][C:42](=[O:44])[CH3:43])[N:40]=3)[N:37]=2)=[CH:6][C:7]=1[NH:8][S:9]([C:12]1[CH:17]=[CH:16][CH:15]=[C:14]([O:18][CH:19]([F:20])[F:21])[CH:13]=1)(=[O:10])=[O:11]. Given the reactants [Cl:1][C:2]1[C:7]([NH:8][S:9]([C:12]2[CH:17]=[CH:16][CH:15]=[C:14]([O:18][CH:19]([F:21])[F:20])[CH:13]=2)(=[O:11])=[O:10])=[CH:6][C:5](B2OC(C)(C)C(C)(C)O2)=[CH:4][N:3]=1.Cl[C:32]1[CH:33]=[CH:34][C:35]2[N:36]([CH:38]=[C:39]([NH:41][C:42](=[O:44])[CH3:43])[N:40]=2)[N:37]=1.C(=O)([O-])[O-].[Na+].[Na+].O1CCOCC1, predict the reaction product. (4) Given the reactants [NH2:1][CH2:2][C@@H:3]1[C@@H:11]([C@@:12]2([CH3:21])[CH2:17][CH2:16][C@H:15]([OH:18])[CH2:14][C@@H:13]2[CH2:19][OH:20])[CH2:10][CH2:9][C@@:8]2([CH3:22])[C@H:4]1[CH2:5][CH2:6][C:7]2=[CH2:23].[N+:24]([C:27]1[CH:34]=[CH:33][C:30]([CH:31]=O)=[CH:29][CH:28]=1)([O-:26])=[O:25].[BH4-].[Na+].C1COCC1, predict the reaction product. The product is: [OH:20][CH2:19][C@@H:13]1[C@@:12]([CH3:21])([C@H:11]2[CH2:10][CH2:9][C@@:8]3([CH3:22])[C@@H:4]([CH2:5][CH2:6][C:7]3=[CH2:23])[C@@H:3]2[CH2:2][NH:1][CH2:31][C:30]2[CH:33]=[CH:34][C:27]([N+:24]([O-:26])=[O:25])=[CH:28][CH:29]=2)[CH2:17][CH2:16][C@H:15]([OH:18])[CH2:14]1. (5) Given the reactants [CH2:1]([O:8][CH2:9][CH2:10][C:11]1[CH:12]=[CH:13][C:14](Cl)=[N:15][CH:16]=1)[C:2]1[CH:7]=[CH:6][CH:5]=[CH:4][CH:3]=1.[NH3:18].CO, predict the reaction product. The product is: [CH2:1]([O:8][CH2:9][CH2:10][C:11]1[CH:12]=[CH:13][C:14]([NH2:18])=[N:15][CH:16]=1)[C:2]1[CH:7]=[CH:6][CH:5]=[CH:4][CH:3]=1.